Dataset: Forward reaction prediction with 1.9M reactions from USPTO patents (1976-2016). Task: Predict the product of the given reaction. (1) Given the reactants [CH:1]1([C:7]2[C:8]3[CH:9]=[CH:10][C:11]4[C:12](=[O:33])[NH:13][CH2:14][CH2:15][CH:16]=[CH:17][CH2:18][CH2:19][NH:20][C:21](=[O:32])[CH2:22][N:23]([C:30]=3[CH:31]=4)[C:24]=2[C:25]2[CH:29]=[CH:28][O:27][CH:26]=2)[CH2:6][CH2:5][CH2:4][CH2:3][CH2:2]1, predict the reaction product. The product is: [CH:1]1([C:7]2[C:8]3[CH:9]=[CH:10][C:11]4[C:12](=[O:33])[NH:13][CH2:14][CH2:15][CH2:16][CH2:17][CH2:18][CH2:19][NH:20][C:21](=[O:32])[CH2:22][N:23]([C:30]=3[CH:31]=4)[C:24]=2[C:25]2[CH:29]=[CH:28][O:27][CH:26]=2)[CH2:6][CH2:5][CH2:4][CH2:3][CH2:2]1. (2) Given the reactants [CH:1]1([NH:7][CH:8]2[CH2:13]CC[CH2:10][CH2:9]2)C[CH2:5][CH2:4][CH2:3][CH2:2]1.C([Si](C)(C)C)#C.O.[F-].C([N+:26](CCCC)(CCCC)CCCC)CCC, predict the reaction product. The product is: [C:9]([C:8]1[N:7]2[CH:5]=[CH:4][CH:3]=[CH:2][C:1]2=[N:26][CH:13]=1)#[CH:10]. (3) Given the reactants Cl.[N:2]1([C:8](=[O:21])[CH2:9][C:10]2[CH:15]=[CH:14][C:13]([N:16]3[CH:20]=[N:19][N:18]=[N:17]3)=[CH:12][CH:11]=2)[CH2:7][CH2:6][NH:5][CH2:4][CH2:3]1.N1([C:27]2C=CC(CC(O)=O)=C[CH:28]=2)C=NN=N1.C12N(C(OC(C)(C)C)=O)C(CC1)CNC2, predict the reaction product. The product is: [CH:4]12[NH:5][CH:6]([CH2:27][CH2:28]1)[CH2:7][N:2]([C:8](=[O:21])[CH2:9][C:10]1[CH:11]=[CH:12][C:13]([N:16]3[CH:20]=[N:19][N:18]=[N:17]3)=[CH:14][CH:15]=1)[CH2:3]2. (4) Given the reactants [ClH:1].C([O:9][C:10]1[CH:11]=[C:12]2[C:17](=[CH:18][CH:19]=1)[N:16]=[C:15]([O:20][CH:21]1[CH2:26][C:25]([CH3:28])([CH3:27])[NH:24][C:23]([CH3:30])([CH3:29])[CH2:22]1)[CH:14]=[CH:13]2)C1C=CC=CC=1, predict the reaction product. The product is: [ClH:1].[CH3:27][C:25]1([CH3:28])[CH2:26][CH:21]([O:20][C:15]2[CH:14]=[CH:13][C:12]3[C:17](=[CH:18][CH:19]=[C:10]([OH:9])[CH:11]=3)[N:16]=2)[CH2:22][C:23]([CH3:30])([CH3:29])[NH:24]1. (5) Given the reactants [Cl:1][C:2]1[CH:3]=[N:4][CH:5]=[C:6]([Cl:30])[C:7]=1[CH2:8][C:9]([C:11]1[CH:16]=[CH:15][C:14]([O:17]C)=[C:13]([O:19][CH3:20])[C:12]=1[O:21][CH2:22][CH2:23][C:24]1[CH:29]=[CH:28][CH:27]=[CH:26][CH:25]=1)=[O:10].N1CCCCC1, predict the reaction product. The product is: [Cl:30][C:6]1[CH:5]=[N:4][CH:3]=[C:2]([Cl:1])[C:7]=1[CH2:8][C:9]([C:11]1[CH:16]=[CH:15][C:14]([OH:17])=[C:13]([O:19][CH3:20])[C:12]=1[O:21][CH2:22][CH2:23][C:24]1[CH:25]=[CH:26][CH:27]=[CH:28][CH:29]=1)=[O:10]. (6) Given the reactants [CH3:1][O:2][C:3]1[CH:8]=[CH:7][CH:6]=[C:5]([O:9][CH3:10])[CH:4]=1.[Li]CCCC.[CH3:16][O:17][C:18](=[O:29])[C:19]1[CH:24]=[C:23]([N+:25]([O-:27])=[O:26])[CH:22]=[CH:21][C:20]=1Br, predict the reaction product. The product is: [CH3:1][O:2][C:3]1[CH:8]=[CH:7][CH:6]=[C:5]([O:9][CH3:10])[C:4]=1[C:20]1[C:19]([C:18]([O:17][CH3:16])=[O:29])=[CH:24][C:23]([N+:25]([O-:27])=[O:26])=[CH:22][CH:21]=1. (7) Given the reactants [H-].[H-].[H-].[H-].[Li+].[Al+3].[CH3:7][C:8]1[CH:17]=[CH:16][C:15]2[C:10](=[CH:11][C:12]([CH:18]([C:24](OCC)=[O:25])[C:19](OCC)=[O:20])=[CH:13][CH:14]=2)[N:9]=1.O.O.O.O.O.O.O.O.O.O.S([O-])([O-])(=O)=O.[Na+].[Na+], predict the reaction product. The product is: [CH3:7][C:8]1[CH:17]=[CH:16][C:15]2[C:10](=[CH:11][C:12]([CH:18]([CH2:24][OH:25])[CH2:19][OH:20])=[CH:13][CH:14]=2)[N:9]=1. (8) Given the reactants [C:1]([O:5][C:6](=[O:26])[C:7]1[C:8](=[CH:19][CH:20]=[C:21]([N+:23]([O-])=O)[CH:22]=1)[C:9]([NH:11][C:12]1[CH:17]=[CH:16][C:15]([Cl:18])=[CH:14][CH:13]=1)=[O:10])([CH3:4])([CH3:3])[CH3:2], predict the reaction product. The product is: [C:1]([O:5][C:6](=[O:26])[C:7]1[C:8](=[CH:19][CH:20]=[C:21]([NH2:23])[CH:22]=1)[C:9]([NH:11][C:12]1[CH:17]=[CH:16][C:15]([Cl:18])=[CH:14][CH:13]=1)=[O:10])([CH3:4])([CH3:2])[CH3:3].